Dataset: Catalyst prediction with 721,799 reactions and 888 catalyst types from USPTO. Task: Predict which catalyst facilitates the given reaction. (1) The catalyst class is: 401. Product: [CH3:25][O:26][C:27]1[CH:28]=[C:29]([CH:33]2[CH2:42][CH2:41][C:40]3[C:35](=[CH:36][CH:37]=[C:38]([O:43][C:44]4[N:45]=[CH:46][C:47]([NH2:50])=[CH:48][CH:49]=4)[CH:39]=3)[O:34]2)[CH:30]=[CH:31][CH:32]=1. Reactant: NC1C=CC(OC2C=C3C(=CC=2)OC(C2C=CC=CC=2)CC3)=NC=1.[CH3:25][O:26][C:27]1[CH:28]=[C:29]([CH:33]2[CH2:42][CH2:41][C:40]3[C:35](=[CH:36][CH:37]=[C:38]([O:43][C:44]4[CH:49]=[CH:48][C:47]([N+:50]([O-])=O)=[CH:46][N:45]=4)[CH:39]=3)[O:34]2)[CH:30]=[CH:31][CH:32]=1. (2) Reactant: [O:1]=[C:2]1[N:10](COCC[Si](C)(C)C)[C:9]2[C:4](=[N:5][C:6]([C:19]3[N:23]4[CH:24]=[C:25]([C:28]#[N:29])[CH:26]=[CH:27][C:22]4=[N:21][CH:20]=3)=[N:7][CH:8]=2)[N:3]1[CH:30]1[CH2:35][CH2:34][O:33][CH2:32][CH2:31]1. Product: [O:1]=[C:2]1[NH:10][C:9]2[C:4](=[N:5][C:6]([C:19]3[N:23]4[CH:24]=[C:25]([C:28]#[N:29])[CH:26]=[CH:27][C:22]4=[N:21][CH:20]=3)=[N:7][CH:8]=2)[N:3]1[CH:30]1[CH2:35][CH2:34][O:33][CH2:32][CH2:31]1. The catalyst class is: 33. (3) The catalyst class is: 269. Product: [CH:1]1([CH2:4][N:5]2[CH2:6][CH2:7][N:8]([CH2:11][C@@H:21]3[CH2:23][O:22]3)[CH2:9][CH2:10]2)[CH2:2][CH2:3]1. Reactant: [CH:1]1([CH2:4][N:5]2[CH2:10][CH2:9][N:8]([C:11](OC(C)(C)C)=O)[CH2:7][CH2:6]2)[CH2:3][CH2:2]1.Cl.ClC[C@H:21]1[CH2:23][O:22]1.[OH-].[Na+]. (4) Reactant: Br[C:2]1(Br)[C:10]2[C:5](=[N:6][CH:7]=[CH:8][CH:9]=2)[N:4]([C:11]2[CH:16]=[CH:15][CH:14]=[CH:13][CH:12]=2)[C:3]1=[O:17]. Product: [C:11]1([N:4]2[C:5]3=[N:6][CH:7]=[CH:8][CH:9]=[C:10]3[CH2:2][C:3]2=[O:17])[CH:12]=[CH:13][CH:14]=[CH:15][CH:16]=1. The catalyst class is: 63. (5) Reactant: [CH3:1][C:2]([O:5][C:6]([NH:8][C@H:9]([C:12]([O:14][CH3:15])=[O:13])[CH2:10]O)=[O:7])([CH3:4])[CH3:3].[C:16]1(P(C2C=CC=CC=2)C2C=CC=CC=2)[CH:21]=CC=C[CH:17]=1.N1C=CC=CC=1.II. Product: [C:2]([O:5][C:6]([NH:8][C@@H:9]([CH2:10][CH2:21][CH:16]=[CH2:17])[C:12]([O:14][CH3:15])=[O:13])=[O:7])([CH3:4])([CH3:3])[CH3:1]. The catalyst class is: 1. (6) Reactant: [NH:1]1[CH2:6][CH2:5][NH:4][CH2:3][CH2:2]1.[CH3:7][C:8]([O:11][C:12](O[C:12]([O:11][C:8]([CH3:10])([CH3:9])[CH3:7])=[O:13])=[O:13])([CH3:10])[CH3:9]. Product: [C:12]([N:1]1[CH2:6][CH2:5][NH:4][CH2:3][CH2:2]1)([O:11][C:8]([CH3:10])([CH3:9])[CH3:7])=[O:13]. The catalyst class is: 2. (7) Product: [CH3:13][O:14][C:15]1[CH:16]=[C:17]([CH:19]=[CH:20][CH:21]=1)[N:18]=[CH:11][C:9]1[N:10]=[C:4]2[CH:3]=[C:2]([CH3:1])[CH:7]=[CH:6][N:5]2[CH:8]=1. Reactant: [CH3:1][C:2]1[CH:7]=[CH:6][N:5]2[CH:8]=[C:9]([CH:11]=O)[N:10]=[C:4]2[CH:3]=1.[CH3:13][O:14][C:15]1[CH:16]=[C:17]([CH:19]=[CH:20][CH:21]=1)[NH2:18]. The catalyst class is: 8.